This data is from Cav3 T-type calcium channel HTS with 100,875 compounds. The task is: Binary Classification. Given a drug SMILES string, predict its activity (active/inactive) in a high-throughput screening assay against a specified biological target. (1) The compound is S1(=O)(=O)N(C(c2c1ccc(c2)C(F)(F)F)CC(=O)C)Cc1ccc(OC)cc1. The result is 0 (inactive). (2) The molecule is s1c2c(nc1NC(=O)CSc1oc3c(n1)cccc3)c(ccc2)C. The result is 0 (inactive). (3) The drug is O=C(N1CCN(CC1)c1ccc(cc1)C(=O)C)c1cc2[nH]c(=O)n(c(=O)c2cc1)c1ccccc1. The result is 0 (inactive). (4) The drug is s1c2c(nc1Nc1sc(c(n1)C)C(=O)C)ccc(OC)c2. The result is 0 (inactive). (5) The compound is Brc1ccc(n2nc(c(C(=O)c3c4c(ccc3)cccc4)c2)C(OCC)=O)cc1. The result is 0 (inactive).